From a dataset of NCI-60 drug combinations with 297,098 pairs across 59 cell lines. Regression. Given two drug SMILES strings and cell line genomic features, predict the synergy score measuring deviation from expected non-interaction effect. (1) Drug 1: CC1C(C(CC(O1)OC2CC(OC(C2O)C)OC3=CC4=CC5=C(C(=O)C(C(C5)C(C(=O)C(C(C)O)O)OC)OC6CC(C(C(O6)C)O)OC7CC(C(C(O7)C)O)OC8CC(C(C(O8)C)O)(C)O)C(=C4C(=C3C)O)O)O)O. Drug 2: CC1CCC2CC(C(=CC=CC=CC(CC(C(=O)C(C(C(=CC(C(=O)CC(OC(=O)C3CCCCN3C(=O)C(=O)C1(O2)O)C(C)CC4CCC(C(C4)OC)O)C)C)O)OC)C)C)C)OC. Cell line: NCI/ADR-RES. Synergy scores: CSS=8.72, Synergy_ZIP=-4.09, Synergy_Bliss=-6.26, Synergy_Loewe=-5.85, Synergy_HSA=-5.71. (2) Drug 1: CC1=C2C(C(=O)C3(C(CC4C(C3C(C(C2(C)C)(CC1OC(=O)C(C(C5=CC=CC=C5)NC(=O)C6=CC=CC=C6)O)O)OC(=O)C7=CC=CC=C7)(CO4)OC(=O)C)O)C)OC(=O)C. Drug 2: CCN(CC)CCCC(C)NC1=C2C=C(C=CC2=NC3=C1C=CC(=C3)Cl)OC. Cell line: PC-3. Synergy scores: CSS=36.4, Synergy_ZIP=-5.61, Synergy_Bliss=-0.623, Synergy_Loewe=-13.6, Synergy_HSA=-0.450.